This data is from NCI-60 drug combinations with 297,098 pairs across 59 cell lines. The task is: Regression. Given two drug SMILES strings and cell line genomic features, predict the synergy score measuring deviation from expected non-interaction effect. (1) Drug 1: C1=CC(=C2C(=C1NCCNCCO)C(=O)C3=C(C=CC(=C3C2=O)O)O)NCCNCCO. Drug 2: CC=C1C(=O)NC(C(=O)OC2CC(=O)NC(C(=O)NC(CSSCCC=C2)C(=O)N1)C(C)C)C(C)C. Cell line: UO-31. Synergy scores: CSS=31.1, Synergy_ZIP=-4.38, Synergy_Bliss=2.70, Synergy_Loewe=3.59, Synergy_HSA=3.94. (2) Drug 1: C1=CC(=C2C(=C1NCCNCCO)C(=O)C3=C(C=CC(=C3C2=O)O)O)NCCNCCO. Drug 2: C1CNP(=O)(OC1)N(CCCl)CCCl. Cell line: ACHN. Synergy scores: CSS=58.7, Synergy_ZIP=10.5, Synergy_Bliss=8.75, Synergy_Loewe=-37.1, Synergy_HSA=7.28. (3) Drug 1: CC12CCC3C(C1CCC2=O)CC(=C)C4=CC(=O)C=CC34C. Drug 2: COC1=CC(=CC(=C1O)OC)C2C3C(COC3=O)C(C4=CC5=C(C=C24)OCO5)OC6C(C(C7C(O6)COC(O7)C8=CC=CS8)O)O. Cell line: CAKI-1. Synergy scores: CSS=47.1, Synergy_ZIP=-1.58, Synergy_Bliss=-4.04, Synergy_Loewe=-12.5, Synergy_HSA=-0.224.